This data is from Catalyst prediction with 721,799 reactions and 888 catalyst types from USPTO. The task is: Predict which catalyst facilitates the given reaction. (1) Reactant: [OH:1][C:2]1[CH:9]=[CH:8][CH:7]=[CH:6][C:3]=1[C:4]#[N:5].[CH:10]1[CH:15]=[CH:14][C:13]([CH2:16][O:17][CH2:18][CH2:19][O:20][CH2:21][CH2:22]O)=[CH:12][CH:11]=1.N(C(N(C)C)=O)=NC(N(C)C)=O.C(P(CCCC)CCCC)CCC. Product: [CH2:16]([O:17][CH2:18][CH2:19][O:20][CH2:21][CH2:22][O:1][C:2]1[CH:9]=[CH:8][CH:7]=[CH:6][C:3]=1[C:4]#[N:5])[C:13]1[CH:14]=[CH:15][CH:10]=[CH:11][CH:12]=1. The catalyst class is: 11. (2) Reactant: [N+:1]([C:4]1[CH:5]=[C:6]([NH:11][C:12](=[O:19])[C:13]2[CH:18]=[CH:17][CH:16]=[CH:15][CH:14]=2)[C:7](=O)[NH:8][CH:9]=1)([O-:3])=[O:2]. Product: [N+:1]([C:4]1[CH:5]=[C:6]2[N:11]=[C:12]([C:13]3[CH:14]=[CH:15][CH:16]=[CH:17][CH:18]=3)[O:19][C:7]2=[N:8][CH:9]=1)([O-:3])=[O:2]. The catalyst class is: 6. (3) Reactant: C(NC(C)C)(C)C.C([Li])CCC.[CH3:13][S:14][C:15]1[N:20]=[C:19]([CH3:21])[CH:18]=[CH:17][N:16]=1.[Br:22][C:23]1[CH:24]=[C:25]([CH:32]=[CH:33][CH:34]=1)[C:26](N(OC)C)=[O:27]. Product: [Br:22][C:23]1[CH:24]=[C:25]([C:26](=[O:27])[CH2:21][C:19]2[CH:18]=[CH:17][N:16]=[C:15]([S:14][CH3:13])[N:20]=2)[CH:32]=[CH:33][CH:34]=1. The catalyst class is: 355.